Dataset: NCI-60 drug combinations with 297,098 pairs across 59 cell lines. Task: Regression. Given two drug SMILES strings and cell line genomic features, predict the synergy score measuring deviation from expected non-interaction effect. (1) Drug 1: C1=C(C(=O)NC(=O)N1)N(CCCl)CCCl. Drug 2: B(C(CC(C)C)NC(=O)C(CC1=CC=CC=C1)NC(=O)C2=NC=CN=C2)(O)O. Cell line: NCI-H322M. Synergy scores: CSS=1.73, Synergy_ZIP=2.36, Synergy_Bliss=4.08, Synergy_Loewe=1.26, Synergy_HSA=0.755. (2) Drug 1: CC(CN1CC(=O)NC(=O)C1)N2CC(=O)NC(=O)C2. Drug 2: CCC1(C2=C(COC1=O)C(=O)N3CC4=CC5=C(C=CC(=C5CN(C)C)O)N=C4C3=C2)O.Cl. Cell line: COLO 205. Synergy scores: CSS=54.9, Synergy_ZIP=-7.72, Synergy_Bliss=-5.78, Synergy_Loewe=-5.25, Synergy_HSA=-3.02. (3) Drug 1: C1CN1P(=S)(N2CC2)N3CC3. Drug 2: COC1=NC(=NC2=C1N=CN2C3C(C(C(O3)CO)O)O)N. Cell line: BT-549. Synergy scores: CSS=3.06, Synergy_ZIP=-0.0910, Synergy_Bliss=4.27, Synergy_Loewe=-2.51, Synergy_HSA=-2.13. (4) Drug 1: C1CCN(CC1)CCOC2=CC=C(C=C2)C(=O)C3=C(SC4=C3C=CC(=C4)O)C5=CC=C(C=C5)O. Drug 2: C1=CC(=C2C(=C1NCCNCCO)C(=O)C3=C(C=CC(=C3C2=O)O)O)NCCNCCO. Cell line: MOLT-4. Synergy scores: CSS=96.8, Synergy_ZIP=14.9, Synergy_Bliss=14.0, Synergy_Loewe=0.270, Synergy_HSA=14.8. (5) Drug 1: COC1=NC(=NC2=C1N=CN2C3C(C(C(O3)CO)O)O)N. Drug 2: C(CN)CNCCSP(=O)(O)O. Cell line: HT29. Synergy scores: CSS=-0.775, Synergy_ZIP=0.604, Synergy_Bliss=1.22, Synergy_Loewe=0.341, Synergy_HSA=-1.32.